Predict the reactants needed to synthesize the given product. From a dataset of Full USPTO retrosynthesis dataset with 1.9M reactions from patents (1976-2016). Given the product [C:12]([C:11]1[CH:10]=[CH:9][C:8]([O:7][CH3:6])=[C:16]([S:2]([Cl:1])(=[O:5])=[O:3])[CH:15]=1)(=[O:13])[NH2:14], predict the reactants needed to synthesize it. The reactants are: [Cl:1][S:2]([OH:5])(=O)=[O:3].[CH3:6][O:7][C:8]1[CH:16]=[CH:15][C:11]([C:12]([NH2:14])=[O:13])=[CH:10][CH:9]=1.